This data is from Full USPTO retrosynthesis dataset with 1.9M reactions from patents (1976-2016). The task is: Predict the reactants needed to synthesize the given product. (1) Given the product [CH3:1][C:2]1[CH:10]=[CH:9][C:8]2[N:7]([CH2:30][CH2:29][C:26]3[CH:25]=[N:24][C:23]([CH3:22])=[CH:28][CH:27]=3)[C:6]3[CH2:11][CH2:12][N:13]([C:15]4[CH:20]=[CH:19][C:18]([CH3:21])=[CH:17][CH:16]=4)[CH2:14][C:5]=3[C:4]=2[CH:3]=1, predict the reactants needed to synthesize it. The reactants are: [CH3:1][C:2]1[CH:10]=[CH:9][C:8]2[NH:7][C:6]3[CH2:11][CH2:12][N:13]([C:15]4[CH:20]=[CH:19][C:18]([CH3:21])=[CH:17][CH:16]=4)[CH2:14][C:5]=3[C:4]=2[CH:3]=1.[CH3:22][C:23]1[CH:28]=[CH:27][C:26]([CH:29]=[CH2:30])=[CH:25][N:24]=1.[OH-].[K+]. (2) The reactants are: I[C:2]1[C:10]2[C:9]([N:11]3[CH2:15][CH2:14][CH2:13][C@H:12]3[C:16]3[N:21]([C:22]4[CH:27]=[CH:26][CH:25]=[CH:24][CH:23]=4)[C:20](=[O:28])[C:19]4=[CH:29][CH:30]=[CH:31][N:18]4[N:17]=3)=[N:8][CH:7]=[N:6][C:5]=2[N:4]([CH2:32][O:33][CH2:34][CH2:35][Si:36]([CH3:39])([CH3:38])[CH3:37])[CH:3]=1.[CH3:40][C:41]1(C)C(C)(C)OB(C=C)O1.C1C=CC(P(C2C=CC=CC=2)C2C=CC=CC=2)=CC=1.C([O-])([O-])=O.[Na+].[Na+]. Given the product [C:22]1([N:21]2[C:20](=[O:28])[C:19]3=[CH:29][CH:30]=[CH:31][N:18]3[N:17]=[C:16]2[C@@H:12]2[CH2:13][CH2:14][CH2:15][N:11]2[C:9]2[C:10]3[C:2]([CH:40]=[CH2:41])=[CH:3][N:4]([CH2:32][O:33][CH2:34][CH2:35][Si:36]([CH3:39])([CH3:38])[CH3:37])[C:5]=3[N:6]=[CH:7][N:8]=2)[CH:27]=[CH:26][CH:25]=[CH:24][CH:23]=1, predict the reactants needed to synthesize it.